This data is from Forward reaction prediction with 1.9M reactions from USPTO patents (1976-2016). The task is: Predict the product of the given reaction. Given the reactants [Br:1][C:2]1[CH:7]=[CH:6][CH:5]=[CH:4][C:3]=1[O:8][CH2:9][CH2:10]Cl.[CH3:12][NH:13][CH2:14][C:15]1[CH:16]=[N:17][CH:18]=[CH:19][CH:20]=1, predict the reaction product. The product is: [Br:1][C:2]1[CH:7]=[CH:6][CH:5]=[CH:4][C:3]=1[O:8][CH2:9][CH2:10][N:13]([CH3:12])[CH2:14][C:15]1[CH:16]=[N:17][CH:18]=[CH:19][CH:20]=1.